This data is from Catalyst prediction with 721,799 reactions and 888 catalyst types from USPTO. The task is: Predict which catalyst facilitates the given reaction. Reactant: [F:1][C:2]1[C:7]([CH2:8][CH:9](O)[CH3:10])=[CH:6][CH:5]=[C:4]([F:12])[N:3]=1.[Cr](Cl)([O-])(=O)=[O:14].[NH+]1C=CC=CC=1. Product: [F:1][C:2]1[C:7]([C:8](=[O:14])[CH2:9][CH3:10])=[CH:6][CH:5]=[C:4]([F:12])[N:3]=1. The catalyst class is: 22.